Dataset: Drug-target binding data from BindingDB using IC50 measurements. Task: Regression. Given a target protein amino acid sequence and a drug SMILES string, predict the binding affinity score between them. We predict pIC50 (pIC50 = -log10(IC50 in M); higher means more potent). Dataset: bindingdb_ic50. The drug is CNc1c(Br)cnc2nc(-c3ccc(N)cc3)[nH]c12. The target protein (Q9UHD2) has sequence MQSTSNHLWLLSDILGQGATANVFRGRHKKTGDLFAIKVFNNISFLRPVDVQMREFEVLKKLNHKNIVKLFAIEEETTTRHKVLIMEFCPCGSLYTVLEEPSNAYGLPESEFLIVLRDVVGGMNHLRENGIVHRDIKPGNIMRVIGEDGQSVYKLTDFGAARELEDDEQFVSLYGTEEYLHPDMYERAVLRKDHQKKYGATVDLWSIGVTFYHAATGSLPFRPFEGPRRNKEVMYKIITGKPSGAISGVQKAENGPIDWSGDMPVSCSLSRGLQVLLTPVLANILEADQEKCWGFDQFFAETSDILHRMVIHVFSLQQMTAHKIYIHSYNTATIFHELVYKQTKIISSNQELIYEGRRLVLEPGRLAQHFPKTTEENPIFVVSREPLNTIGLIYEKISLPKVHPRYDLDGDASMAKAITGVVCYACRIASTLLLYQELMRKGIRWLIELIKDDYNETVHKKTEVVITLDFCIRNIEKTVKVYEKLMKINLEAAELGEISD.... The pIC50 is 7.0.